Dataset: Forward reaction prediction with 1.9M reactions from USPTO patents (1976-2016). Task: Predict the product of the given reaction. (1) Given the reactants [Cl:1][C:2]1[C:3]([CH3:19])=[C:4]([NH:8][S:9]([C:12]2[CH:17]=[CH:16][C:15]([F:18])=[CH:14][CH:13]=2)(=[O:11])=[O:10])[CH:5]=[CH:6][CH:7]=1.Br[CH2:21][C:22]([NH:24][CH2:25][C:26]1[CH:31]=[CH:30][C:29]([O:32][CH3:33])=[CH:28][CH:27]=1)=[O:23].C(=O)([O-])[O-].[K+].[K+].C(=O)([O-])O.[Na+], predict the reaction product. The product is: [Cl:1][C:2]1[C:3]([CH3:19])=[C:4]([N:8]([S:9]([C:12]2[CH:17]=[CH:16][C:15]([F:18])=[CH:14][CH:13]=2)(=[O:10])=[O:11])[CH2:21][C:22]([NH:24][CH2:25][C:26]2[CH:27]=[CH:28][C:29]([O:32][CH3:33])=[CH:30][CH:31]=2)=[O:23])[CH:5]=[CH:6][CH:7]=1. (2) Given the reactants [CH3:1][N:2]1[CH:6]=[CH:5][C:4]([C:7]2[CH:12]=[CH:11][C:10]([N+:13]([O-])=O)=[C:9]([O:16][CH:17]([CH3:19])[CH3:18])[CH:8]=2)=[N:3]1.C([O-])=O.[NH4+], predict the reaction product. The product is: [CH3:1][N:2]1[CH:6]=[CH:5][C:4]([C:7]2[CH:12]=[CH:11][C:10]([NH2:13])=[C:9]([O:16][CH:17]([CH3:19])[CH3:18])[CH:8]=2)=[N:3]1. (3) Given the reactants B(Cl)(Cl)Cl.CSC.[CH3:8][N:9]([CH3:45])[C:10]1[S:11][C@H:12]2[CH2:18][C@H:17]([CH2:19][O:20]OCC3C=CC=CC=3)[C@@H:16]([O:29]CC3C=CC=CC=3)[C@H:15]([O:37]CC3C=CC=CC=3)[C@H:13]2[N:14]=1, predict the reaction product. The product is: [CH3:8][N:9]([CH3:45])[C:10]1[S:11][C@H:12]2[CH2:18][C@H:17]([CH2:19][OH:20])[C@@H:16]([OH:29])[C@H:15]([OH:37])[C@H:13]2[N:14]=1. (4) Given the reactants [CH:1]1([N:4]2[CH2:9][CH2:8][N:7]([C:10]3[N:15]=[N:14][C:13]([C:16]4[CH:17]=[C:18]([NH2:22])[CH:19]=[CH:20][CH:21]=4)=[CH:12][CH:11]=3)[CH2:6][CH2:5]2)[CH2:3][CH2:2]1.[CH:23]1([C:26](Cl)=[O:27])[CH2:25][CH2:24]1, predict the reaction product. The product is: [CH:1]1([N:4]2[CH2:5][CH2:6][N:7]([C:10]3[N:15]=[N:14][C:13]([C:16]4[CH:17]=[C:18]([NH:22][C:26]([CH:23]5[CH2:25][CH2:24]5)=[O:27])[CH:19]=[CH:20][CH:21]=4)=[CH:12][CH:11]=3)[CH2:8][CH2:9]2)[CH2:3][CH2:2]1. (5) Given the reactants Br[C:2]1[CH:10]=[C:9]2[C:5]([CH:6]=[N:7][N:8]2[CH:11]2[CH2:16][CH2:15][CH2:14][CH2:13][O:12]2)=[CH:4][CH:3]=1.[CH2:17]([C:19]1[CH:24]=[C:23]([O:25][CH3:26])[C:22]([F:27])=[CH:21][C:20]=1B1OC(C)(C)C(C)(C)O1)[CH3:18].P([O-])([O-])([O-])=O.[K+].[K+].[K+], predict the reaction product. The product is: [CH2:17]([C:19]1[CH:24]=[C:23]([O:25][CH3:26])[C:22]([F:27])=[CH:21][C:20]=1[C:2]1[CH:10]=[C:9]2[C:5]([CH:6]=[N:7][N:8]2[CH:11]2[CH2:16][CH2:15][CH2:14][CH2:13][O:12]2)=[CH:4][CH:3]=1)[CH3:18]. (6) Given the reactants [Cl:1][C:2]1[C:3]([C:9]([OH:11])=[O:10])=[N:4][C:5]([CH3:8])=[CH:6][CH:7]=1.Cl.[C:13](=O)(O)[O-].[Na+], predict the reaction product. The product is: [Cl:1][C:2]1[C:3]([C:9]([O:11][CH3:13])=[O:10])=[N:4][C:5]([CH3:8])=[CH:6][CH:7]=1. (7) Given the reactants [C:1]1([C@@H:7]([C@H:9]2[O:14][CH2:13][CH2:12][N:11]([CH2:15][C:16]3[CH:21]=[CH:20][CH:19]=[CH:18][CH:17]=3)[CH2:10]2)O)[CH:6]=[CH:5][CH:4]=[CH:3][CH:2]=1.[Br-:22].[Br-].C1(P(C2C=CC=CC=2)C2C=CC=CC=2)C=CC=CC=1, predict the reaction product. The product is: [Br:22][C@H:7]([C:1]1[CH:6]=[CH:5][CH:4]=[CH:3][CH:2]=1)[C@H:9]1[O:14][CH2:13][CH2:12][N:11]([CH2:15][C:16]2[CH:21]=[CH:20][CH:19]=[CH:18][CH:17]=2)[CH2:10]1.